Dataset: Full USPTO retrosynthesis dataset with 1.9M reactions from patents (1976-2016). Task: Predict the reactants needed to synthesize the given product. Given the product [N:47]1([CH2:46][C:45]([NH:5][C@@H:6]2[C:13](=[O:14])[N:12]3[C@@H:7]2[S:8][CH2:9][C:10]([CH2:27][S:28][C:29]2[S:30][C:31]([CH3:34])=[N:32][N:33]=2)=[C:11]3[C:15]([OH:17])=[O:16])=[O:44])[CH:51]=[N:50][N:49]=[N:48]1, predict the reactants needed to synthesize it. The reactants are: OC1C=CC=CC=1/C=[N:5]\[C@@H:6]1[C:13](=[O:14])[N:12]2[C@@H:7]1[S:8][CH2:9][C:10]([CH2:27][S:28][C:29]1[S:30][C:31]([CH3:34])=[N:32][N:33]=1)=[C:11]2[C:15]([O:17]CC1C=CC(OC)=CC=1)=[O:16].O.CS([O:44][C:45](=O)[CH2:46][N:47]1[CH:51]=[N:50][N:49]=[N:48]1)(=O)=O.ClCCl.